The task is: Predict the reactants needed to synthesize the given product.. This data is from Full USPTO retrosynthesis dataset with 1.9M reactions from patents (1976-2016). (1) Given the product [C:15]([O:19][C:20]([N:22]1[CH2:27][CH2:26][CH:25]([NH:28][C:12]([C:9]2[CH:10]=[CH:11][C:5]3[S:4][CH2:3][C:2](=[O:1])[NH:7][C:6]=3[CH:8]=2)=[O:14])[CH2:24][CH2:23]1)=[O:21])([CH3:18])([CH3:16])[CH3:17], predict the reactants needed to synthesize it. The reactants are: [O:1]=[C:2]1[NH:7][C:6]2[CH:8]=[C:9]([C:12]([OH:14])=O)[CH:10]=[CH:11][C:5]=2[S:4][CH2:3]1.[C:15]([O:19][C:20]([N:22]1[CH2:27][CH2:26][CH:25]([NH2:28])[CH2:24][CH2:23]1)=[O:21])([CH3:18])([CH3:17])[CH3:16].ON1C2C=CC=CC=2N=N1.Cl.CN(C)CCCN=C=NCC.C(N(CC)C(C)C)(C)C. (2) The reactants are: [CH3:1][O:2][C:3]1[CH:4]=[C:5]([CH2:11][C:12]([NH:14][C:15]([NH:17][C:18]([O:20][C:21]([CH3:24])([CH3:23])[CH3:22])=[O:19])=[NH:16])=[O:13])[CH:6]=[CH:7][C:8]=1[O:9][CH3:10].C(N(CC)CC)C.[F:32][C:33]([F:46])([F:45])[S:34](O[S:34]([C:33]([F:46])([F:45])[F:32])(=[O:36])=[O:35])(=[O:36])=[O:35]. Given the product [CH3:1][O:2][C:3]1[CH:4]=[C:5]([CH2:11][C:12]([NH:14]/[C:15](/[NH:17][C:18](=[O:19])[O:20][C:21]([CH3:24])([CH3:23])[CH3:22])=[N:16]/[S:34]([C:33]([F:46])([F:45])[F:32])(=[O:36])=[O:35])=[O:13])[CH:6]=[CH:7][C:8]=1[O:9][CH3:10], predict the reactants needed to synthesize it. (3) Given the product [Br:1][C:2]1[CH:10]=[C:9]([O:11][CH3:12])[CH:8]=[C:7]2[C:3]=1[CH:4]=[N:5][N:6]2[C:24]1[CH:25]=[CH:26][C:21]([O:20][CH2:13][C:14]2[CH:15]=[CH:16][CH:17]=[CH:18][CH:19]=2)=[C:22]([F:30])[CH:23]=1, predict the reactants needed to synthesize it. The reactants are: [Br:1][C:2]1[CH:10]=[C:9]([O:11][CH3:12])[CH:8]=[C:7]2[C:3]=1[CH:4]=[N:5][NH:6]2.[CH2:13]([O:20][C:21]1[CH:26]=[CH:25][C:24](B(O)O)=[CH:23][C:22]=1[F:30])[C:14]1[CH:19]=[CH:18][CH:17]=[CH:16][CH:15]=1.N1C=CC=CC=1. (4) Given the product [O:77]=[S:76]1(=[O:78])[CH2:66][CH2:64][N:63]([CH2:62][CH2:61][NH:17][C@:18]23[CH2:53][CH2:52][C@@H:51]([C:54]4[O:59][CH:58]=[N:57][N:56]=4)[C@@H:19]2[C@@H:20]2[C@@:33]([CH3:36])([CH2:34][CH2:35]3)[C@@:32]3([CH3:37])[C@@H:23]([C@:24]4([CH3:50])[C@@H:29]([CH2:30][CH2:31]3)[C:28]([CH3:38])([CH3:39])[C:27]([C:40]3[CH:41]=[CH:42][C:43]([C:44]([O:46][CH3:47])=[O:45])=[CH:48][CH:49]=3)=[CH:26][CH2:25]4)[CH2:22][CH2:21]2)[CH2:67][CH2:69]1, predict the reactants needed to synthesize it. The reactants are: OC(C(F)(F)F)=O.O=S1(=O)CCN(CC[NH:17][C@:18]23[CH2:53][CH2:52][C@@H:51]([C:54]([NH:56][NH:57][CH:58]=[O:59])=O)[C@@H:19]2[C@@H:20]2[C@@:33]([CH3:36])([CH2:34][CH2:35]3)[C@@:32]3([CH3:37])[C@@H:23]([C@:24]4([CH3:50])[C@@H:29]([CH2:30][CH2:31]3)[C:28]([CH3:39])([CH3:38])[C:27]([C:40]3[CH:49]=[CH:48][C:43]([C:44]([O:46][CH3:47])=[O:45])=[CH:42][CH:41]=3)=[CH:26][CH2:25]4)[CH2:22][CH2:21]2)CC1.[CH3:61][CH2:62][N:63]([CH:67]([CH3:69])C)[CH:64]([CH3:66])C.C1(C)C=CC([S:76](Cl)(=[O:78])=[O:77])=CC=1. (5) Given the product [C:13]([NH:17][C:18]([C:20]1[C:25]([CH2:26][C:28](=[O:30])[CH3:29])=[C:24]([Cl:27])[CH:23]=[CH:22][N:21]=1)=[O:19])([CH3:16])([CH3:15])[CH3:14], predict the reactants needed to synthesize it. The reactants are: C([Li])CCC.C(NC(C)C)(C)C.[C:13]([NH:17][C:18]([C:20]1[C:25]([CH3:26])=[C:24]([Cl:27])[CH:23]=[CH:22][N:21]=1)=[O:19])([CH3:16])([CH3:15])[CH3:14].[C:28](OC)(=[O:30])[CH3:29].[NH4+].[Cl-].